This data is from Full USPTO retrosynthesis dataset with 1.9M reactions from patents (1976-2016). The task is: Predict the reactants needed to synthesize the given product. (1) Given the product [CH3:34][O:33][C:23]1[CH:22]=[C:21]([NH:20][C:15]2[N:16]=[C:17]([CH3:19])[CH:18]=[C:13]([O:9][C:5]3[CH:6]=[CH:7][CH:8]=[C:3]([C:2]([F:10])([F:11])[F:1])[CH:4]=3)[N:14]=2)[CH:26]=[CH:25][C:24]=1[N:27]1[CH:31]=[C:30]([CH3:32])[N:29]=[CH:28]1, predict the reactants needed to synthesize it. The reactants are: [F:1][C:2]([F:11])([F:10])[C:3]1[CH:4]=[C:5]([OH:9])[CH:6]=[CH:7][CH:8]=1.Cl[C:13]1[CH:18]=[C:17]([CH3:19])[N:16]=[C:15]([NH:20][C:21]2[CH:26]=[CH:25][C:24]([N:27]3[CH:31]=[C:30]([CH3:32])[N:29]=[CH:28]3)=[C:23]([O:33][CH3:34])[CH:22]=2)[N:14]=1. (2) Given the product [O:18]1[C:12]2[C:13](=[CH:8][CH:9]=[CH:10][CH:11]=2)[C:1](=[O:4])[CH2:20][CH2:19]1, predict the reactants needed to synthesize it. The reactants are: [C:1]([O-:4])([O-])=O.[Cs+].[Cs+].F[C:8]1[CH:9]=[C:10](B(O)O)[CH:11]=[C:12](F)[CH:13]=1.[O:18]1CCO[CH2:20][CH2:19]1.N#N. (3) Given the product [F:1][C:2]1[CH:3]=[C:4]([C:10]2([OH:25])[CH2:11][CH2:12][N:13]([S:16]([CH3:19])(=[O:18])=[O:17])[CH2:14][CH2:15]2)[CH:5]=[CH:6][C:7]=1[OH:8], predict the reactants needed to synthesize it. The reactants are: [F:1][C:2]1[CH:3]=[C:4]([C:10]2[CH2:11][CH2:12][N:13]([S:16]([CH3:19])(=[O:18])=[O:17])[CH2:14][CH:15]=2)[CH:5]=[CH:6][C:7]=1[O:8]C.B(Br)(Br)Br.C(=O)(O)[O-:25].[Na+]. (4) Given the product [C:16]1([C:21]2[CH:26]=[CH:25][CH:24]=[CH:23][C:22]=2[NH:27][C:28]([C@@H:30]2[CH2:34][CH2:33][CH2:32][NH:31]2)=[O:29])[CH:17]=[CH:18][CH:19]=[CH:20][C:15]=1[NH:14][C:13]([C@@H:9]1[CH2:10][CH2:11][CH2:12][NH:8]1)=[O:38], predict the reactants needed to synthesize it. The reactants are: C(OC([N:8]1[CH2:12][CH2:11][CH2:10][C@H:9]1[C:13](=[O:38])[NH:14][C:15]1[CH:20]=[CH:19][CH:18]=[CH:17][C:16]=1[C:21]1[CH:26]=[CH:25][CH:24]=[CH:23][C:22]=1[NH:27][C:28]([C@@H:30]1[CH2:34][CH2:33][CH2:32][N:31]1C([O-])=O)=[O:29])=O)(C)(C)C.Cl.O1CCOCC1. (5) Given the product [ClH:1].[CH3:41][O:40][C:32]1[CH:33]=[C:34]([C:35](=[O:36])[NH:52][CH2:51][CH2:50][N:47]2[CH2:48][CH2:49][N:44]([CH3:43])[CH2:45][CH2:46]2)[CH:38]=[CH:39][C:31]=1[NH:30][C:28]([C@H:9]1[C@H:8]([C:4]2[CH:5]=[CH:6][CH:7]=[C:2]([Cl:1])[C:3]=2[F:42])[C@:12]([C:15]2[CH:20]=[CH:19][C:18]([Cl:21])=[CH:17][C:16]=2[F:22])([C:13]#[N:14])[C@H:11]([CH2:23][C:24]([CH3:27])([CH3:26])[CH3:25])[NH:10]1)=[O:29], predict the reactants needed to synthesize it. The reactants are: [Cl:1][C:2]1[C:3]([F:42])=[C:4]([C@@H:8]2[C@:12]([C:15]3[CH:20]=[CH:19][C:18]([Cl:21])=[CH:17][C:16]=3[F:22])([C:13]#[N:14])[C@H:11]([CH2:23][C:24]([CH3:27])([CH3:26])[CH3:25])[NH:10][C@H:9]2[C:28]([NH:30][C:31]2[CH:39]=[CH:38][C:34]([C:35](O)=[O:36])=[CH:33][C:32]=2[O:40][CH3:41])=[O:29])[CH:5]=[CH:6][CH:7]=1.[CH3:43][N:44]1[CH2:49][CH2:48][N:47]([CH2:50][CH2:51][NH2:52])[CH2:46][CH2:45]1. (6) The reactants are: [NH2:1][C:2]1[C:7]([CH3:8])=[CH:6][CH:5]=[CH:4][C:3]=1[OH:9].Cl[CH2:11][C:12]#[N:13].C([O-])([O-])=O.[K+].[K+].CC(C)=O. Given the product [NH2:1][C:2]1[C:7]([CH3:8])=[CH:6][CH:5]=[CH:4][C:3]=1[O:9][CH2:11][C:12]#[N:13], predict the reactants needed to synthesize it.